Dataset: Forward reaction prediction with 1.9M reactions from USPTO patents (1976-2016). Task: Predict the product of the given reaction. (1) Given the reactants [Na+].[CH3:2][S:3]([O-:5])=[O:4].N1C=CC=CC=1.Br[C:13]([CH3:19])([CH3:18])[C:14]([NH:16][CH3:17])=[O:15].O, predict the reaction product. The product is: [CH3:17][NH:16][C:14](=[O:15])[C:13]([CH3:19])([S:3]([CH3:2])(=[O:5])=[O:4])[CH3:18]. (2) Given the reactants [OH:1][CH2:2][C@@H:3]([NH:14][C:15]([O:17]CC1C=CC=CC=1)=O)[CH2:4][N:5]1[CH2:13][CH2:12][CH2:11][C@H:6]1C(OC)=O.[H][H], predict the reaction product. The product is: [OH:1][CH2:2][C@@H:3]1[CH2:4][N:5]2[CH2:13][CH2:12][CH2:11][C@H:6]2[C:15](=[O:17])[NH:14]1. (3) Given the reactants [CH3:1][C:2]1[N:3]([CH2:13][C:14]([O:16][CH2:17][CH3:18])=[O:15])[C:4]([CH:11]=[CH2:12])=[C:5]([C:7]([F:10])([F:9])[F:8])[N:6]=1.[Li+].[CH3:20][CH:21]([N-]C(C)C)[CH3:22].C(Br)C=C.[NH4+].[Cl-], predict the reaction product. The product is: [CH3:1][C:2]1[N:3]([CH:13]([CH2:22][CH:21]=[CH2:20])[C:14]([O:16][CH2:17][CH3:18])=[O:15])[C:4]([CH:11]=[CH2:12])=[C:5]([C:7]([F:8])([F:9])[F:10])[N:6]=1. (4) Given the reactants [CH2:1]([C:3]1[CH:4]=[N:5][C:6]([N:9]2[CH2:14][CH2:13][N:12]3[CH:15]=[C:16]([C:18](OCC)=[O:19])[N:17]=[C:11]3[CH2:10]2)=[N:7][CH:8]=1)[CH3:2].[H-].[H-].[H-].[H-].[Li+].[Al+3], predict the reaction product. The product is: [CH2:1]([C:3]1[CH:4]=[N:5][C:6]([N:9]2[CH2:14][CH2:13][N:12]3[CH:15]=[C:16]([CH2:18][OH:19])[N:17]=[C:11]3[CH2:10]2)=[N:7][CH:8]=1)[CH3:2]. (5) Given the reactants [Br:1][C:2]1[CH:3]=[C:4]([C:12](O)([CH3:14])[CH3:13])[CH:5]=[C:6]([C:8]([CH3:11])([CH3:10])[CH3:9])[CH:7]=1.C(O)(C(F)(F)F)=O.C([SiH](CC)CC)C.C(=O)(O)[O-].[Na+], predict the reaction product. The product is: [Br:1][C:2]1[CH:3]=[C:4]([CH:12]([CH3:13])[CH3:14])[CH:5]=[C:6]([C:8]([CH3:10])([CH3:9])[CH3:11])[CH:7]=1. (6) Given the reactants [N:1]1([C:7]([O:9][C:10]([CH3:13])([CH3:12])[CH3:11])=[O:8])[CH2:6][CH2:5][NH:4][CH2:3][CH2:2]1.[Br:14][C:15]1[N:20]=[C:19]([CH:21]=O)[CH:18]=[CH:17][CH:16]=1.C(O[BH-](OC(=O)C)OC(=O)C)(=O)C.[Na+], predict the reaction product. The product is: [Br:14][C:15]1[N:20]=[C:19]([CH2:21][N:4]2[CH2:5][CH2:6][N:1]([C:7]([O:9][C:10]([CH3:13])([CH3:12])[CH3:11])=[O:8])[CH2:2][CH2:3]2)[CH:18]=[CH:17][CH:16]=1. (7) Given the reactants Cl.[C:2]1([C:8]2[CH:9]=[C:10]3[C:14](=[C:15]([C:17]([NH2:19])=[O:18])[CH:16]=2)[NH:13][N:12]=[C:11]3[CH:20]2[CH2:25][CH2:24][NH:23][CH2:22][CH2:21]2)[CH:7]=[CH:6][CH:5]=[CH:4][CH:3]=1.C(N(C(C)C)CC)(C)C.[CH3:35][O:36][C:37]1[CH:42]=[CH:41][C:40]([S:43](Cl)(=[O:45])=[O:44])=[CH:39][CH:38]=1, predict the reaction product. The product is: [CH3:35][O:36][C:37]1[CH:38]=[CH:39][C:40]([S:43]([N:23]2[CH2:24][CH2:25][CH:20]([C:11]3[C:10]4[C:14](=[C:15]([C:17]([NH2:19])=[O:18])[CH:16]=[C:8]([C:2]5[CH:3]=[CH:4][CH:5]=[CH:6][CH:7]=5)[CH:9]=4)[NH:13][N:12]=3)[CH2:21][CH2:22]2)(=[O:45])=[O:44])=[CH:41][CH:42]=1. (8) Given the reactants [NH2:1][C@@H:2]1[C:8](=[O:9])[N:7]([CH3:10])[C:6]2[CH:11]=[CH:12][CH:13]=[CH:14][C:5]=2[C:4]2[CH:15]=[CH:16][CH:17]=[CH:18][C:3]1=2.[CH2:19]([O:21][C:22](=[O:29])[C@:23]([F:28])([CH3:27])[C:24](O)=[O:25])[CH3:20], predict the reaction product. The product is: [CH2:19]([O:21][C:22](=[O:29])[C@:23]([F:28])([CH3:27])[C:24]([NH:1][C@@H:2]1[C:8](=[O:9])[N:7]([CH3:10])[C:6]2[CH:11]=[CH:12][CH:13]=[CH:14][C:5]=2[C:4]2[CH:15]=[CH:16][CH:17]=[CH:18][C:3]1=2)=[O:25])[CH3:20]. (9) The product is: [Br:1][C:2]1[CH:3]=[CH:4][C:5]([O:8][C@H:9]2[C@@H:14]3[CH2:15][C@@H:11]([CH2:12][NH:13]3)[CH2:10]2)=[N:6][CH:7]=1. Given the reactants [Br:1][C:2]1[CH:3]=[CH:4][C:5]([O:8][C@H:9]2[C@@H:14]3[CH2:15][C@@H:11]([CH2:12][N:13]3C(OC(C)(C)C)=O)[CH2:10]2)=[N:6][CH:7]=1.Cl, predict the reaction product.